From a dataset of Catalyst prediction with 721,799 reactions and 888 catalyst types from USPTO. Predict which catalyst facilitates the given reaction. (1) The catalyst class is: 5. Product: [C:8]([C:4]1[NH:5][CH:6]=[N:7][C:3]=1[NH:2][CH2:31][CH2:30][NH:29][C:22](=[O:23])[O:24][C:25]([CH3:28])([CH3:27])[CH3:26])(=[O:9])[NH2:10]. Reactant: Cl.[NH2:2][C:3]1[NH:7][CH:6]=[N:5][C:4]=1[C:8]([NH2:10])=[O:9].C(N(CC)CC)C.C(O)(=O)C.[C:22]([NH:29][CH2:30][CH:31]=O)([O:24][C:25]([CH3:28])([CH3:27])[CH3:26])=[O:23].C([BH3-])#N.[Na+].C(=O)(O)[O-].[Na+]. (2) Reactant: Br[C:2]1[CH:16]=[CH:15][C:5]([CH2:6][NH:7][C:8](=[O:14])[O:9][C:10]([CH3:13])([CH3:12])[CH3:11])=[CH:4][CH:3]=1.CC1(C)C2C(=C(P(C3C=CC=CC=3)C3C=CC=CC=3)C=CC=2)OC2C(P(C3C=CC=CC=3)C3C=CC=CC=3)=CC=CC1=2.[SH:59][CH2:60][CH2:61][C:62]([O:64][CH3:65])=[O:63].[Br-]. Product: [C:10]([O:9][C:8]([NH:7][CH2:6][C:5]1[CH:15]=[CH:16][C:2]([S:59][CH2:60][CH2:61][C:62]([O:64][CH3:65])=[O:63])=[CH:3][CH:4]=1)=[O:14])([CH3:13])([CH3:12])[CH3:11]. The catalyst class is: 187. (3) Reactant: Cl.[NH:2]1[CH2:6][CH2:5][C@H:4]([O:7][C:8]2[CH:9]=[CH:10][C:11]3[O:16][CH2:15][C:14](=[O:17])[NH:13][C:12]=3[CH:18]=2)[CH2:3]1. The catalyst class is: 5. Product: [NH:2]1[CH2:6][CH2:5][C@H:4]([O:7][C:8]2[CH:9]=[CH:10][C:11]3[O:16][CH2:15][C:14](=[O:17])[NH:13][C:12]=3[CH:18]=2)[CH2:3]1. (4) Reactant: [Br:1][C:2]1[CH:3]=[C:4]([NH2:9])[CH:5]=[N:6][C:7]=1[CH3:8].CCN(C(C)C)C(C)C.[F:19][C:20]([F:31])([F:30])[C:21]1[CH:22]=[C:23]([CH:27]=[CH:28][CH:29]=1)[C:24](Cl)=[O:25]. Product: [Br:1][C:2]1[CH:3]=[C:4]([NH:9][C:24](=[O:25])[C:23]2[CH:27]=[CH:28][CH:29]=[C:21]([C:20]([F:19])([F:30])[F:31])[CH:22]=2)[CH:5]=[N:6][C:7]=1[CH3:8]. The catalyst class is: 2.